The task is: Predict the reactants needed to synthesize the given product.. This data is from Full USPTO retrosynthesis dataset with 1.9M reactions from patents (1976-2016). (1) Given the product [CH2:37]([C:13]1[CH:12]=[CH:11][CH:10]=[C:9]([S:6]([NH:5][C:1]([CH3:2])([CH3:3])[CH3:4])(=[O:7])=[O:8])[C:14]=1[B:28]([OH:29])[OH:27])[CH:22]([CH3:21])[CH3:23], predict the reactants needed to synthesize it. The reactants are: [C:1]([NH:5][S:6]([C:9]1[CH:14]=[CH:13][C:12](CC(C)C)=[CH:11][CH:10]=1)(=[O:8])=[O:7])([CH3:4])([CH3:3])[CH3:2].[Li]C[CH2:21][CH2:22][CH3:23].C([O:27][B:28](OC(C)C)[O:29]C(C)C)(C)C.[CH2:37]1COCC1. (2) Given the product [Cl:16][C:17]1[CH:18]=[C:19]([N:23]2[CH2:28][CH2:27][N:26]([C:7]([C:5]3[N:6]=[C:2]([SH:1])[NH:3][C:4]=3[C:10]3[CH:15]=[CH:14][CH:13]=[CH:12][CH:11]=3)=[O:9])[CH2:25][CH2:24]2)[CH:20]=[CH:21][CH:22]=1, predict the reactants needed to synthesize it. The reactants are: [SH:1][C:2]1[NH:3][C:4]([C:10]2[CH:15]=[CH:14][CH:13]=[CH:12][CH:11]=2)=[C:5]([C:7]([OH:9])=O)[N:6]=1.[Cl:16][C:17]1[CH:18]=[C:19]([N:23]2[CH2:28][CH2:27][NH:26][CH2:25][CH2:24]2)[CH:20]=[CH:21][CH:22]=1.Cl.CN(C)CCCN=C=NCC.O.ON1C2C=CC=CC=2N=N1. (3) Given the product [Br:3][C:4]1[CH:9]=[CH:8][CH:7]=[CH:6][C:5]=1[O:10][CH2:11][O:12][CH3:13], predict the reactants needed to synthesize it. The reactants are: [H-].[Na+].[Br:3][C:4]1[CH:9]=[CH:8][CH:7]=[CH:6][C:5]=1[OH:10].[CH3:11][O:12][CH2:13]Cl.O. (4) Given the product [Br:1][C:2]1[C:3]([F:12])=[CH:4][C:5]([F:11])=[C:6](/[C:8](=[N:19]/[S@@:17]([C:14]([CH3:16])([CH3:15])[CH3:13])=[O:18])/[CH3:9])[CH:7]=1, predict the reactants needed to synthesize it. The reactants are: [Br:1][C:2]1[C:3]([F:12])=[CH:4][C:5]([F:11])=[C:6]([C:8](=O)[CH3:9])[CH:7]=1.[CH3:13][C:14]([S@:17]([NH2:19])=[O:18])([CH3:16])[CH3:15].O. (5) The reactants are: [N:1]1[C:6]2[CH2:7][NH:8][CH2:9][C:5]=2[C:4]([NH:10][C:11]2[CH:12]=[N:13][C:14]3[C:19]([CH:20]=2)=[CH:18][CH:17]=[CH:16][CH:15]=3)=[N:3][CH:2]=1.[C:21]1(=O)[CH2:27][CH2:26][CH2:25][CH2:24][CH2:23][CH2:22]1.C(O[BH-](OC(=O)C)OC(=O)C)(=O)C.[Na+].C(O)(=O)C.CS(C)=O. Given the product [CH:21]1([N:8]2[CH2:9][C:5]3[C:4]([NH:10][C:11]4[CH:12]=[N:13][C:14]5[C:19]([CH:20]=4)=[CH:18][CH:17]=[CH:16][CH:15]=5)=[N:3][CH:2]=[N:1][C:6]=3[CH2:7]2)[CH2:27][CH2:26][CH2:25][CH2:24][CH2:23][CH2:22]1, predict the reactants needed to synthesize it. (6) Given the product [C:1]([C:3]1[CH:4]=[C:5]([C:13]2[S:17][C:16]([C:18]3[CH:27]=[CH:26][CH:25]=[C:24]4[C:19]=3[CH2:20][CH2:21][CH2:22][C@H:23]4[NH:28][S:29]([CH2:32][CH2:33][OH:34])(=[O:30])=[O:31])=[N:15][N:14]=2)[CH:6]=[CH:7][C:8]=1[O:9][CH:10]([CH3:12])[CH3:11])#[N:2], predict the reactants needed to synthesize it. The reactants are: [C:1]([C:3]1[CH:4]=[C:5]([C:13]2[S:17][C:16]([C:18]3[CH:27]=[CH:26][CH:25]=[C:24]4[C:19]=3[CH2:20][CH2:21][CH2:22][C@H:23]4[NH:28][S:29]([CH2:32][C:33](OC)=[O:34])(=[O:31])=[O:30])=[N:15][N:14]=2)[CH:6]=[CH:7][C:8]=1[O:9][CH:10]([CH3:12])[CH3:11])#[N:2].[BH4-].[Na+].CO.